Dataset: HIV replication inhibition screening data with 41,000+ compounds from the AIDS Antiviral Screen. Task: Binary Classification. Given a drug SMILES string, predict its activity (active/inactive) in a high-throughput screening assay against a specified biological target. (1) The drug is COc1ccc(Br)c(C=Nc2cccc3cc(OC)c(OC)cc23)c1. The result is 0 (inactive). (2) The drug is COc1ccc(Cc2c[n+](C)cc3cc(N=O)c(OC)cc23)cc1O. The result is 0 (inactive). (3) The compound is CCOC(=O)CCc1c(C)c2ccc(O)cc2oc1=O. The result is 0 (inactive). (4) The compound is CCOC(=O)C(OCC1CC=CCC1)Sc1ccccc1. The result is 0 (inactive). (5) The drug is CN(Cc1cnc2nc(N)nc(N)c2n1)c1ccc(C(=O)NC(CCC(=O)O)C(=O)O)c2ccccc12. The result is 0 (inactive). (6) The molecule is N=C(N)SCN1C(=O)c2ccccc2C1=O. The result is 0 (inactive). (7) The drug is CC(=O)OC=COC1CCCC1. The result is 0 (inactive). (8) The compound is N#CC(NNC(=O)c1ccccc1O)c1ccccc1. The result is 0 (inactive). (9) The molecule is Cc1cc(-c2ccc(N=Nc3c(S(=O)(=O)O)cc4cc(S(=O)(=O)O)cc(N)c4c3O)c(C)c2)ccc1N=Nc1ccc2c(S(=O)(=O)O)ccc(N)c2c1O. The result is 0 (inactive). (10) The compound is Brc1ccc(-c2ccc(-c3ccc(Br)s3)s2)s1. The result is 0 (inactive).